Regression/Classification. Given a drug SMILES string, predict its toxicity properties. Task type varies by dataset: regression for continuous values (e.g., LD50, hERG inhibition percentage) or binary classification for toxic/non-toxic outcomes (e.g., AMES mutagenicity, cardiotoxicity, hepatotoxicity). Dataset: herg_karim. From a dataset of hERG potassium channel inhibition data for cardiac toxicity prediction from Karim et al.. (1) The drug is O=C(Cc1cc(Nc2ncnc3cc(OCCCN4CCCC4CO)ccc23)[nH]n1)Nc1cccc(F)c1F. The result is 0 (non-blocker). (2) The molecule is O=C(CCc1ccccc1)NC1CCC(c2ccc(O)cc2)CC1. The result is 0 (non-blocker). (3) The drug is CC(C)S(=O)(=O)NC1COCC1c1ccc(-c2ccc(F)nc2)cc1. The result is 0 (non-blocker). (4) The drug is CC(C)c1cc(C#N)cc2nc(-c3ccc(C(=O)NC[C@H]4CC[C@@H](c5ccc(C(C)(C)C)cc5)CC4)cc3)oc12. The result is 0 (non-blocker).